This data is from Forward reaction prediction with 1.9M reactions from USPTO patents (1976-2016). The task is: Predict the product of the given reaction. (1) Given the reactants C(OC([N:8]1[C:16]2[C:11](=[CH:12][CH:13]=[CH:14][CH:15]=2)[CH:10]=[C:9]1[C:17]1[N:22]=[C:21]([NH:23][C:24]2[CH:32]=[CH:31][C:27]([C:28](O)=[O:29])=[CH:26][C:25]=2[O:33][CH3:34])[CH:20]=[N:19][CH:18]=1)=O)(C)(C)C.[NH2:35][C@@H:36]1[CH2:40][CH2:39][N:38](C(OC(C)(C)C)=O)[CH2:37]1.CN(C(ON1N=NC2C=CC=CC1=2)=[N+](C)C)C.[B-](F)(F)(F)F.[ClH:70].CCOCC, predict the reaction product. The product is: [ClH:70].[ClH:70].[NH:8]1[C:16]2[C:11](=[CH:12][CH:13]=[CH:14][CH:15]=2)[CH:10]=[C:9]1[C:17]1[N:22]=[C:21]([NH:23][C:24]2[CH:32]=[CH:31][C:27]([C:28]([NH:35][C@@H:36]3[CH2:40][CH2:39][NH:38][CH2:37]3)=[O:29])=[CH:26][C:25]=2[O:33][CH3:34])[CH:20]=[N:19][CH:18]=1. (2) Given the reactants [CH3:1][O:2][C:3]1[C:8]2[N:9]=[C:10]([NH:12][C:13]([C:15]3[S:16][C:17]([CH3:20])=[CH:18][CH:19]=3)=[O:14])[S:11][C:7]=2[C:6](I)=[CH:5][CH:4]=1.C[Sn](C)(C)[C:24]1[CH:25]=[C:26]([NH2:30])[CH:27]=[CH:28][CH:29]=1, predict the reaction product. The product is: [NH2:30][C:26]1[CH:25]=[C:24]([C:6]2[C:7]3[S:11][C:10]([NH:12][C:13]([C:15]4[S:16][C:17]([CH3:20])=[CH:18][CH:19]=4)=[O:14])=[N:9][C:8]=3[C:3]([O:2][CH3:1])=[CH:4][CH:5]=2)[CH:29]=[CH:28][CH:27]=1.